From a dataset of Forward reaction prediction with 1.9M reactions from USPTO patents (1976-2016). Predict the product of the given reaction. Given the reactants O1CCCC1.[CH2:6]([NH:13][C:14]1[CH:19]=[CH:18][C:17]([CH2:20][C:21](Cl)=[N:22][OH:23])=[CH:16][CH:15]=1)[C:7]1[CH:12]=[CH:11][CH:10]=[CH:9][CH:8]=1.[C:25]([C:27]1[C:28]([NH2:33])=[N:29][CH:30]=[CH:31][CH:32]=1)#[CH:26].C(N(CC)CC)C, predict the reaction product. The product is: [CH2:6]([NH:13][C:14]1[CH:19]=[CH:18][C:17]([CH2:20][C:21]2[CH:26]=[C:25]([C:27]3[C:28]([NH2:33])=[N:29][CH:30]=[CH:31][CH:32]=3)[O:23][N:22]=2)=[CH:16][CH:15]=1)[C:7]1[CH:12]=[CH:11][CH:10]=[CH:9][CH:8]=1.